From a dataset of Forward reaction prediction with 1.9M reactions from USPTO patents (1976-2016). Predict the product of the given reaction. Given the reactants [NH2:1][C:2]1[CH:3]=[C:4]([NH:8][S:9]([CH3:12])(=[O:11])=[O:10])[CH:5]=[CH:6][CH:7]=1.Br[C:14]1[NH:15][C:16](=[O:23])[C:17]2[N:18]=[CH:19][NH:20][C:21]=2[N:22]=1, predict the reaction product. The product is: [O:23]=[C:16]1[NH:15][C:14]([NH:1][C:2]2[CH:3]=[C:4]([NH:8][S:9]([CH3:12])(=[O:11])=[O:10])[CH:5]=[CH:6][CH:7]=2)=[N:22][C:21]2[NH:20][CH:19]=[N:18][C:17]1=2.